From a dataset of Forward reaction prediction with 1.9M reactions from USPTO patents (1976-2016). Predict the product of the given reaction. (1) Given the reactants [NH:1]1[CH:5]=[CH:4][N:3]=[C:2]1[CH2:6][N:7]([CH2:15][C:16]1[CH:34]=[CH:33][C:19]([CH2:20][NH:21][CH2:22][CH2:23][CH2:24][CH2:25][N:26]([CH2:30][CH2:31][CH3:32])[CH2:27][CH2:28][CH3:29])=[CH:18][CH:17]=1)[CH2:8][C:9]1[N:10]([CH3:14])[CH:11]=[CH:12][N:13]=1.[O:35]1CC(O)O[CH2:37][CH:36]1O.C([BH3-])#N.[Na+].C(O)(=O)C, predict the reaction product. The product is: [CH2:30]([N:26]([CH2:27][CH2:28][CH3:29])[CH2:25][CH2:24][CH2:23][CH2:22][N:21]([CH2:20][C:19]1[CH:33]=[CH:34][C:16]([CH2:15][N:7]([CH2:6][C:2]2[NH:3][CH:4]=[CH:5][N:1]=2)[CH2:8][C:9]2[N:10]([CH3:14])[CH:11]=[CH:12][N:13]=2)=[CH:17][CH:18]=1)[CH2:37][CH2:36][OH:35])[CH2:31][CH3:32]. (2) Given the reactants [N:1]1([CH2:7][CH2:8][O:9][C:10]2[CH:15]=[CH:14][C:13]([NH2:16])=[CH:12][CH:11]=2)[CH2:6][CH2:5][CH2:4][CH2:3][CH2:2]1.[F:17][C:18]1[CH:19]=[C:20]2[C:24](=[CH:25][CH:26]=1)[NH:23][C:22](=[O:27])[C:21]2=[CH:28]O, predict the reaction product. The product is: [F:17][C:18]1[CH:19]=[C:20]2[C:24](=[CH:25][CH:26]=1)[NH:23][C:22](=[O:27])[C:21]2=[CH:28][NH:16][C:13]1[CH:12]=[CH:11][C:10]([O:9][CH2:8][CH2:7][N:1]2[CH2:2][CH2:3][CH2:4][CH2:5][CH2:6]2)=[CH:15][CH:14]=1. (3) The product is: [CH3:1][O:2][C:3]1[CH:8]=[CH:7][N:6]=[C:5]([CH2:9][CH2:10][C:11]2[NH:20][C:14]3=[N:15][CH:16]=[C:17]([C:24]4[CH:25]=[CH:26][N:21]=[CH:22][CH:23]=4)[CH:18]=[C:13]3[N:12]=2)[CH:4]=1. Given the reactants [CH3:1][O:2][C:3]1[CH:8]=[CH:7][N:6]=[C:5]([CH2:9][CH2:10][C:11]2[NH:20][C:14]3=[N:15][CH:16]=[C:17](I)[CH:18]=[C:13]3[N:12]=2)[CH:4]=1.[N:21]1[CH:26]=[CH:25][C:24](B2OC(C)(C)C(C)(C)O2)=[CH:23][CH:22]=1, predict the reaction product. (4) Given the reactants C(=O)([O-])[O-].[K+].[K+].[C:7]([O:11][C:12](=[O:25])[NH:13][CH2:14][CH2:15][N:16]1[CH2:23][CH:22]2[O:24][CH:18]([CH2:19][NH:20][CH2:21]2)[CH2:17]1)([CH3:10])([CH3:9])[CH3:8].Br[CH2:27][C:28]1[CH:35]=[CH:34][C:31]([C:32]#[N:33])=[CH:30][CH:29]=1.C(O)(=O)C.C(O)=O, predict the reaction product. The product is: [C:32]([C:31]1[CH:34]=[CH:35][C:28]([CH2:27][N:20]2[CH2:19][CH:18]3[O:24][CH:22]([CH2:23][N:16]([CH2:15][CH2:14][NH:13][C:12](=[O:25])[O:11][C:7]([CH3:10])([CH3:8])[CH3:9])[CH2:17]3)[CH2:21]2)=[CH:29][CH:30]=1)#[N:33]. (5) Given the reactants Br[C:2]1[CH:12]=[CH:11][C:5]2[S:6](=[O:10])(=[O:9])[CH2:7][CH2:8][C:4]=2[CH:3]=1.[B:13]1([B:13]2[O:17][C:16]([CH3:19])([CH3:18])[C:15]([CH3:21])([CH3:20])[O:14]2)[O:17][C:16]([CH3:19])([CH3:18])[C:15]([CH3:21])([CH3:20])[O:14]1.C(Cl)Cl.C([O-])(=O)C.[K+], predict the reaction product. The product is: [O:9]=[S:6]1(=[O:10])[CH2:7][CH2:8][C:4]2[CH:3]=[C:2]([B:13]3[O:17][C:16]([CH3:19])([CH3:18])[C:15]([CH3:21])([CH3:20])[O:14]3)[CH:12]=[CH:11][C:5]1=2. (6) Given the reactants [CH3:1][O:2][C:3]([C:5]1([NH2:15])[CH2:7][CH:6]1[C:8]1[CH:13]=[CH:12][CH:11]=[CH:10][C:9]=1[Br:14])=[O:4].[C:16]([NH:23][C@H:24](C(O)=O)[CH2:25][C:26]1[CH:31]=[CH:30][CH:29]=[CH:28][CH:27]=1)([O:18][C:19]([CH3:22])([CH3:21])[CH3:20])=[O:17].F[P-](F)(F)(F)(F)F.N1(OC(N(C)C)=[N+](C)C)C2N=CC=CC=2N=N1.C(N(C(C)C)CC)(C)C.C(O)(=O)CC(CC(O)=O)([C:72]([OH:74])=[O:73])O, predict the reaction product. The product is: [CH3:1][O:2][C:3]([C:5]1([NH:15][C:72]([O:74][CH:24]([NH:23][C:16]([O:18][C:19]([CH3:20])([CH3:21])[CH3:22])=[O:17])[CH2:25][C:26]2[CH:27]=[CH:28][CH:29]=[CH:30][CH:31]=2)=[O:73])[CH2:7][CH:6]1[C:8]1[CH:13]=[CH:12][CH:11]=[CH:10][C:9]=1[Br:14])=[O:4]. (7) Given the reactants N#N.[CH3:3][O:4][C:5](=[O:21])[CH2:6][C:7]1[S:8][C:9]([C:12]2[CH:17]=[CH:16][CH:15]=[C:14]([N+:18]([O-])=O)[CH:13]=2)=[CH:10][CH:11]=1, predict the reaction product. The product is: [CH3:3][O:4][C:5](=[O:21])[CH2:6][C:7]1[S:8][C:9]([C:12]2[CH:17]=[CH:16][CH:15]=[C:14]([NH2:18])[CH:13]=2)=[CH:10][CH:11]=1.